Dataset: Forward reaction prediction with 1.9M reactions from USPTO patents (1976-2016). Task: Predict the product of the given reaction. (1) Given the reactants Br[C:2]1[N:6]([CH3:7])[CH:5]=[C:4]([C:8]([O:10][CH2:11][CH3:12])=[O:9])[C:3]=1[CH3:13].[F:14][C:15]1[CH:20]=[CH:19][C:18](B(O)O)=[CH:17][CH:16]=1.C([O-])([O-])=O.[Na+].[Na+], predict the reaction product. The product is: [CH2:11]([O:10][C:8]([C:4]1[C:3]([CH3:13])=[C:2]([C:18]2[CH:19]=[CH:20][C:15]([F:14])=[CH:16][CH:17]=2)[N:6]([CH3:7])[CH:5]=1)=[O:9])[CH3:12]. (2) The product is: [Cl:1][C:2]1[N:10]=[C:9]2[C:5]([N:6]=[CH:7][N:8]2[C@@H:11]2[O:24][C@:23]([CH3:35])([CH2:25][OH:26])[C@@H:13]([OH:14])[C@@H:12]2[F:36])=[C:4]([O:38][CH3:40])[N:3]=1. Given the reactants [Cl:1][C:2]1[N:10]=[C:9]2[C:5]([N:6]=[CH:7][N:8]2[C@@H:11]2[O:24][C@:23]([CH3:35])([CH2:25][O:26]C(=O)C3C=CC=CC=3)[C@@H:13]([O:14]C(=O)C3C=CC=CC=3)[C@@H:12]2[F:36])=[C:4](Cl)[N:3]=1.[O:38]([CH3:40])[Na].C(O)(=O)C, predict the reaction product. (3) Given the reactants [C:1]([C:3]([C:6]1[C:7]([CH:13]2[CH2:18][CH2:17][N:16]([C:19]([O:21][C:22]([CH3:25])([CH3:24])[CH3:23])=[O:20])[CH2:15][CH2:14]2)=[N:8][C:9]([CH3:12])=[N:10][CH:11]=1)([CH3:5])[CH3:4])#[N:2].[H][H], predict the reaction product. The product is: [NH2:2][CH2:1][C:3]([C:6]1[C:7]([CH:13]2[CH2:18][CH2:17][N:16]([C:19]([O:21][C:22]([CH3:25])([CH3:24])[CH3:23])=[O:20])[CH2:15][CH2:14]2)=[N:8][C:9]([CH3:12])=[N:10][CH:11]=1)([CH3:5])[CH3:4]. (4) Given the reactants [N:1]1[CH:6]=[CH:5][CH:4]=[CH:3][C:2]=1[O:7][C:8]1[CH:15]=[CH:14][C:11]([CH:12]=O)=[CH:10][CH:9]=1.[N+:16]([CH3:19])([O-:18])=[O:17].C([O-])(=O)C.[NH4+].C(O)(=O)C, predict the reaction product. The product is: [N+:16](/[CH:19]=[CH:12]/[C:11]1[CH:14]=[CH:15][C:8]([O:7][C:2]2[CH:3]=[CH:4][CH:5]=[CH:6][N:1]=2)=[CH:9][CH:10]=1)([O-:18])=[O:17]. (5) Given the reactants [CH3:1][C:2]1[CH:7]=[CH:6][C:5](B(O)O)=[CH:4][CH:3]=1.[C:11]([O:15][C:16](=[O:24])[C:17]1[CH:22]=[CH:21][CH:20]=[C:19](I)[CH:18]=1)([CH3:14])([CH3:13])[CH3:12].C([O-])([O-])=O.[K+].[K+], predict the reaction product. The product is: [CH3:1][C:2]1[CH:7]=[CH:6][C:5]([C:21]2[CH:20]=[CH:19][CH:18]=[C:17]([C:16]([O:15][C:11]([CH3:14])([CH3:13])[CH3:12])=[O:24])[CH:22]=2)=[CH:4][CH:3]=1. (6) Given the reactants [Br:1][C:2]1[CH:3]=[CH:4][C:5]([O:15][CH2:16][C:17]2[CH:22]=[CH:21][C:20]([F:23])=[CH:19][C:18]=2[F:24])=[C:6]([C:8](=O)[CH2:9][CH2:10][C:11](=O)[CH3:12])[CH:7]=1.[CH3:25][O:26][C:27](=[O:41])[C:28]1[CH:33]=[C:32]([N:34]2[CH2:38][CH2:37][CH2:36][C:35]2=[O:39])[CH:31]=[C:30]([NH2:40])[CH:29]=1.C1(C)C=CC(S(O)(=O)=O)=CC=1, predict the reaction product. The product is: [CH3:25][O:26][C:27](=[O:41])[C:28]1[CH:33]=[C:32]([N:34]2[CH2:38][CH2:37][CH2:36][C:35]2=[O:39])[CH:31]=[C:30]([N:40]2[C:11]([CH3:12])=[CH:10][CH:9]=[C:8]2[C:6]2[CH:7]=[C:2]([Br:1])[CH:3]=[CH:4][C:5]=2[O:15][CH2:16][C:17]2[CH:22]=[CH:21][C:20]([F:23])=[CH:19][C:18]=2[F:24])[CH:29]=1.